Task: Regression. Given two drug SMILES strings and cell line genomic features, predict the synergy score measuring deviation from expected non-interaction effect.. Dataset: NCI-60 drug combinations with 297,098 pairs across 59 cell lines (1) Drug 1: C1C(C(OC1N2C=NC3=C2NC=NCC3O)CO)O. Drug 2: CCC1(C2=C(COC1=O)C(=O)N3CC4=CC5=C(C=CC(=C5CN(C)C)O)N=C4C3=C2)O.Cl. Cell line: KM12. Synergy scores: CSS=25.7, Synergy_ZIP=-5.66, Synergy_Bliss=1.21, Synergy_Loewe=-26.4, Synergy_HSA=-0.633. (2) Drug 1: CC12CCC3C(C1CCC2OP(=O)(O)O)CCC4=C3C=CC(=C4)OC(=O)N(CCCl)CCCl.[Na+]. Drug 2: CC1C(C(CC(O1)OC2CC(CC3=C2C(=C4C(=C3O)C(=O)C5=C(C4=O)C(=CC=C5)OC)O)(C(=O)CO)O)N)O.Cl. Cell line: U251. Synergy scores: CSS=67.2, Synergy_ZIP=21.9, Synergy_Bliss=21.1, Synergy_Loewe=10.8, Synergy_HSA=22.9. (3) Drug 1: C1CCC(C1)C(CC#N)N2C=C(C=N2)C3=C4C=CNC4=NC=N3. Drug 2: CN(CC1=CN=C2C(=N1)C(=NC(=N2)N)N)C3=CC=C(C=C3)C(=O)NC(CCC(=O)O)C(=O)O. Cell line: U251. Synergy scores: CSS=48.6, Synergy_ZIP=6.58, Synergy_Bliss=5.81, Synergy_Loewe=-44.3, Synergy_HSA=6.31. (4) Synergy scores: CSS=0.0420, Synergy_ZIP=-13.7, Synergy_Bliss=-35.2, Synergy_Loewe=-16.6, Synergy_HSA=-33.1. Drug 2: CNC(=O)C1=NC=CC(=C1)OC2=CC=C(C=C2)NC(=O)NC3=CC(=C(C=C3)Cl)C(F)(F)F. Drug 1: C1CN1C2=NC(=NC(=N2)N3CC3)N4CC4. Cell line: BT-549. (5) Drug 2: CC1C(C(CC(O1)OC2CC(CC3=C2C(=C4C(=C3O)C(=O)C5=CC=CC=C5C4=O)O)(C(=O)C)O)N)O. Cell line: UACC-257. Drug 1: CN1C(=O)N2C=NC(=C2N=N1)C(=O)N. Synergy scores: CSS=47.1, Synergy_ZIP=-0.709, Synergy_Bliss=-0.778, Synergy_Loewe=-52.4, Synergy_HSA=2.04. (6) Drug 1: C1CCN(CC1)CCOC2=CC=C(C=C2)C(=O)C3=C(SC4=C3C=CC(=C4)O)C5=CC=C(C=C5)O. Drug 2: CC1=C2C(C(=O)C3(C(CC4C(C3C(C(C2(C)C)(CC1OC(=O)C(C(C5=CC=CC=C5)NC(=O)OC(C)(C)C)O)O)OC(=O)C6=CC=CC=C6)(CO4)OC(=O)C)OC)C)OC. Cell line: HOP-62. Synergy scores: CSS=45.8, Synergy_ZIP=4.02, Synergy_Bliss=2.80, Synergy_Loewe=-18.9, Synergy_HSA=2.32. (7) Drug 1: CC1C(C(CC(O1)OC2CC(CC3=C2C(=C4C(=C3O)C(=O)C5=C(C4=O)C(=CC=C5)OC)O)(C(=O)C)O)N)O.Cl. Drug 2: C1CC(=O)NC(=O)C1N2C(=O)C3=CC=CC=C3C2=O. Cell line: NCI-H322M. Synergy scores: CSS=17.9, Synergy_ZIP=7.19, Synergy_Bliss=11.9, Synergy_Loewe=9.88, Synergy_HSA=11.4. (8) Drug 1: CC12CCC(CC1=CCC3C2CCC4(C3CC=C4C5=CN=CC=C5)C)O. Drug 2: CC1C(C(CC(O1)OC2CC(CC3=C2C(=C4C(=C3O)C(=O)C5=C(C4=O)C(=CC=C5)OC)O)(C(=O)C)O)N)O.Cl. Cell line: MALME-3M. Synergy scores: CSS=23.6, Synergy_ZIP=-6.20, Synergy_Bliss=4.98, Synergy_Loewe=-8.45, Synergy_HSA=3.04.